The task is: Predict the product of the given reaction.. This data is from Forward reaction prediction with 1.9M reactions from USPTO patents (1976-2016). Given the reactants [OH-].[Na+].[N:3]1[CH:8]=[CH:7][CH:6]=[CH:5][C:4]=1[C:9]#[C:10][CH2:11][CH2:12][C:13]([O:15]CC)=[O:14].Cl, predict the reaction product. The product is: [N:3]1[CH:8]=[CH:7][CH:6]=[CH:5][C:4]=1[C:9]#[C:10][CH2:11][CH2:12][C:13]([OH:15])=[O:14].